This data is from Full USPTO retrosynthesis dataset with 1.9M reactions from patents (1976-2016). The task is: Predict the reactants needed to synthesize the given product. (1) The reactants are: [C:1]1([CH:7]2[CH2:12][CH2:11][CH2:10][CH2:9][NH:8]2)[CH:6]=[CH:5][CH:4]=[CH:3][CH:2]=1.[Cl:13][C:14]1[N:19]=[C:18](Cl)[CH:17]=[CH:16][N:15]=1.C(=O)(O)[O-].[Na+]. Given the product [Cl:13][C:14]1[N:19]=[C:18]([N:8]2[CH2:9][CH2:10][CH2:11][CH2:12][CH:7]2[C:1]2[CH:6]=[CH:5][CH:4]=[CH:3][CH:2]=2)[CH:17]=[CH:16][N:15]=1, predict the reactants needed to synthesize it. (2) Given the product [Cl:32][C:29]1[CH:28]=[CH:27][C:26]([C:24]2[N:25]=[C:21]([NH:20][C:2]3[C:11]4[C:6](=[CH:7][CH:8]=[C:9]([O:12][CH3:13])[CH:10]=4)[N:5]=[C:4]([C:14]4[CH:15]=[N:16][CH:17]=[CH:18][CH:19]=4)[N:3]=3)[S:22][CH:23]=2)=[CH:31][CH:30]=1, predict the reactants needed to synthesize it. The reactants are: Cl[C:2]1[C:11]2[C:6](=[CH:7][CH:8]=[C:9]([O:12][CH3:13])[CH:10]=2)[N:5]=[C:4]([C:14]2[CH:15]=[N:16][CH:17]=[CH:18][CH:19]=2)[N:3]=1.[NH2:20][C:21]1[S:22][CH:23]=[C:24]([C:26]2[CH:31]=[CH:30][C:29]([Cl:32])=[CH:28][CH:27]=2)[N:25]=1.C([O-])([O-])=O.[Cs+].[Cs+].O. (3) Given the product [CH2:10]([C:9]1[CH:8]=[C:7]([O:6][CH3:5])[CH:14]=[C:13]([O:15][CH3:16])[CH:12]=1)[CH:1]=[CH2:2], predict the reactants needed to synthesize it. The reactants are: [CH:1]([Mg]Br)=[CH2:2].[CH3:5][O:6][C:7]1[CH:8]=[C:9]([CH:12]=[C:13]([O:15][CH3:16])[CH:14]=1)[CH2:10]Br. (4) Given the product [NH2:1][CH:4]1[CH2:9][CH2:8][CH2:7][CH:6]([O:10][CH3:11])[CH:5]1[O:12][Si:13]([C:16]([CH3:19])([CH3:18])[CH3:17])([CH3:15])[CH3:14], predict the reactants needed to synthesize it. The reactants are: [N:1]([CH:4]1[CH2:9][CH2:8][CH2:7][CH:6]([O:10][CH3:11])[CH:5]1[O:12][Si:13]([C:16]([CH3:19])([CH3:18])[CH3:17])([CH3:15])[CH3:14])=[N+]=[N-]. (5) Given the product [CH3:33][C@H:34]([CH2:40][CH3:41])[CH2:35][CH2:36][C:37](=[O:39])[CH3:1], predict the reactants needed to synthesize it. The reactants are: [CH:1]1(N=C=NC2CCCCC2)CCCCC1.C(N(CC)CC)C.CC1(C)OC(=O)CC(=O)O1.[CH3:33][C@H:34]([CH2:40][CH3:41])[CH2:35][CH2:36][C:37]([OH:39])=O. (6) Given the product [CH3:16][N:11]1[C:12]([CH3:15])=[C:13]([CH3:14])[C:9]([C:6]2[CH:7]=[CH:8][C:3]([OH:2])=[C:4]([CH3:17])[CH:5]=2)=[N:10]1, predict the reactants needed to synthesize it. The reactants are: C[O:2][C:3]1[CH:8]=[CH:7][C:6]([C:9]2[C:13]([CH3:14])=[C:12]([CH3:15])[N:11]([CH3:16])[N:10]=2)=[CH:5][C:4]=1[CH3:17].Br. (7) Given the product [NH2:36][CH2:35][CH2:34][CH2:33][NH:32][C:30]1[N:31]=[C:26]([NH:25][C:21]2[CH:22]=[CH:23][CH:24]=[C:19]([CH2:18][CH2:17][CH2:16][NH2:12])[CH:20]=2)[C:27]2[C:47](=[O:48])[NH:46][CH:45]=[CH:44][C:28]=2[N:29]=1, predict the reactants needed to synthesize it. The reactants are: C(O)(C(F)(F)F)=O.CC([N:12]([CH2:16][CH2:17][CH2:18][C:19]1[CH:24]=[CH:23][CH:22]=[C:21]([NH:25][C:26]2[C:27]3[C:47](=[O:48])[NH:46][CH:45]=[CH:44][C:28]=3[N:29]=[C:30]([NH:32][CH2:33][CH2:34][CH2:35][NH:36]C(OC(C)(C)C)=O)[N:31]=2)[CH:20]=1)C(=O)[O-])(C)C. (8) Given the product [ClH:1].[ClH:1].[Cl:22][C:7]1[C:8]([NH:12][C:13](=[O:21])[CH2:14][CH:15]2[CH2:20][CH2:19][CH2:18][CH2:17][CH2:16]2)=[C:9]2[C:4](=[CH:5][CH:6]=1)[N:3]=[C:2]([N:24]([CH3:23])[CH2:25][CH2:26][CH2:27][NH:28][CH3:29])[CH:11]=[CH:10]2, predict the reactants needed to synthesize it. The reactants are: [Cl:1][C:2]1[CH:11]=[CH:10][C:9]2[C:4](=[CH:5][CH:6]=[C:7]([Cl:22])[C:8]=2[NH:12][C:13](=[O:21])[CH2:14][CH:15]2[CH2:20][CH2:19][CH2:18][CH2:17][CH2:16]2)[N:3]=1.[CH3:23][NH:24][CH2:25][CH2:26][CH2:27][NH:28][CH3:29]. (9) Given the product [C:1]1([C@H:7]([NH:10][C:11]([C:13]2[CH:14]=[C:15]([Br:22])[N:16]3[C:21]=2[CH2:20][CH2:19][CH2:18][CH2:17]3)=[O:12])[CH2:8][CH3:9])[CH:6]=[CH:5][CH:4]=[CH:3][CH:2]=1, predict the reactants needed to synthesize it. The reactants are: [C:1]1([C@H:7]([NH:10][C:11]([C:13]2[CH:14]=[CH:15][N:16]3[C:21]=2[CH2:20][CH2:19][CH2:18][CH2:17]3)=[O:12])[CH2:8][CH3:9])[CH:6]=[CH:5][CH:4]=[CH:3][CH:2]=1.[Br:22]N1C(=O)CCC1=O.[OH-].[Na+].